From a dataset of Forward reaction prediction with 1.9M reactions from USPTO patents (1976-2016). Predict the product of the given reaction. (1) Given the reactants [Cl:1][C:2]1[N:7]=[C:6]([NH:8][CH2:9][CH2:10][CH2:11][OH:12])[C:5]([Cl:13])=[CH:4][N:3]=1.O[C:15]1[CH:16]=[C:17]2[C:21](=[CH:22][CH:23]=1)[C@H:20]([CH2:24][C:25]([O:27][CH2:28][CH3:29])=[O:26])[CH2:19][CH2:18]2.C1C=CC(P(C2C=CC=CC=2)C2C=CC=CC=2)=CC=1.C1CCN(C(N=NC(N2CCCCC2)=O)=O)CC1, predict the reaction product. The product is: [Cl:1][C:2]1[N:7]=[C:6]([NH:8][CH2:9][CH2:10][CH2:11][O:12][C:15]2[CH:16]=[C:17]3[C:21](=[CH:22][CH:23]=2)[C@H:20]([CH2:24][C:25]([O:27][CH2:28][CH3:29])=[O:26])[CH2:19][CH2:18]3)[C:5]([Cl:13])=[CH:4][N:3]=1. (2) Given the reactants [CH3:1][CH2:2][CH:3](P(OCC)(OCC)=O)[C:4]([O:6][CH2:7][CH3:8])=[O:5].[CH3:17][C:18](C)([O-])C.[K+].[CH3:23][O:24][C:25]1[CH:32]=[CH:31]C(C=O)=[CH:27][C:26]=1[O:33][CH2:34][CH2:35][C:36]1[CH:41]=[CH:40][C:39]([C:42]([F:45])([F:44])[F:43])=[CH:38][CH:37]=1.Cl, predict the reaction product. The product is: [CH2:17]([C:3](=[CH:2][C:1]1[CH:31]=[CH:32][C:25]([O:24][CH3:23])=[C:26]([O:33][CH2:34][CH2:35][C:36]2[CH:37]=[CH:38][C:39]([C:42]([F:43])([F:44])[F:45])=[CH:40][CH:41]=2)[CH:27]=1)[C:4]([O:6][CH2:7][CH3:8])=[O:5])[CH3:18]. (3) The product is: [F:15][C:9]1[N:10]=[CH:11][CH:12]=[C:13]2[C:8]=1[C:6](=[O:7])[CH:1]1[CH2:5][CH:4]2[CH:3]=[CH:2]1. Given the reactants [CH:1]1([C:6]([C:8]2[C:9]([F:15])=[N:10][CH:11]=[CH:12][C:13]=2I)=[O:7])[CH2:5][CH:4]=[CH:3][CH2:2]1.C([O-])(=O)C.[K+].C1(P(C2C=CC=CC=2)C2C=CC=CC=2)C=CC=CC=1.CN(C=O)C, predict the reaction product.